From a dataset of Reaction yield outcomes from USPTO patents with 853,638 reactions. Predict the reaction yield, written as a fraction of the theoretical maximum amount of product (1.0 means a 100% yield; for example, 0.34 means a 34% yield). (1) The reactants are O1CCCOB1[C:7]1[CH:14]=[CH:13][CH:12]=[CH:11][C:8]=1[C:9]#[N:10].Br[C:16]1[CH:22]=[C:21]([C:23]([CH3:26])([CH3:25])[CH3:24])[CH:20]=[CH:19][C:17]=1[NH2:18].C([O-])([O-])=O.[K+].[K+].C1(C)C=CC=CC=1. The catalyst is [Pd].C1(P(C2C=CC=CC=2)C2C=CC=CC=2)C=CC=CC=1.C1(P(C2C=CC=CC=2)C2C=CC=CC=2)C=CC=CC=1.C1(P(C2C=CC=CC=2)C2C=CC=CC=2)C=CC=CC=1.C1(P(C2C=CC=CC=2)C2C=CC=CC=2)C=CC=CC=1.C(O)C. The product is [C:23]([C:21]1[CH:22]=[CH:16][C:17]2[C:19](=[C:7]3[C:8](=[C:9]([NH2:10])[N:18]=2)[CH:11]=[CH:12][CH:13]=[CH:14]3)[CH:20]=1)([CH3:26])([CH3:24])[CH3:25]. The yield is 0.355. (2) The reactants are [Cl:1][C:2]1[N:7]=[C:6](Cl)[CH:5]=[C:4]([C:9]([O:11][CH3:12])=[O:10])[N:3]=1.C(N(CC)CC)C.[NH2:20][CH:21]1[CH2:26][CH2:25][O:24][CH2:23][CH2:22]1. The catalyst is CN(C)C=O. The product is [Cl:1][C:2]1[N:3]=[C:4]([C:9]([O:11][CH3:12])=[O:10])[CH:5]=[C:6]([NH:20][CH:21]2[CH2:26][CH2:25][O:24][CH2:23][CH2:22]2)[N:7]=1. The yield is 0.850. (3) The reactants are [F:1][CH:2]([F:18])[CH2:3][O:4][C:5]1[CH:13]=[C:12]([NH2:14])[C:11]([N+:15]([O-])=O)=[CH:10][C:6]=1[C:7]([OH:9])=[O:8]. The catalyst is [Pd]. The product is [F:1][CH:2]([F:18])[CH2:3][O:4][C:5]1[CH:13]=[C:12]([NH2:14])[C:11]([NH2:15])=[CH:10][C:6]=1[C:7]([OH:9])=[O:8]. The yield is 0.990. (4) The reactants are [CH2:1]([C@H:8]([NH:43][C:44](=[O:50])[O:45][C:46]([CH3:49])([CH3:48])[CH3:47])[CH2:9][C@H:10]([OH:42])[C@@H:11]([N:27](CC1C=CC=CC=1)CC1C=CC=CC=1)[CH2:12][C:13]1[CH:18]=[CH:17][C:16]([O:19]CC2C=CC=CC=2)=[CH:15][CH:14]=1)[C:2]1[CH:7]=[CH:6][CH:5]=[CH:4][CH:3]=1.C([O-])=O.[NH4+]. The catalyst is C1COCC1.[Pd]. The product is [NH2:27][C@@H:11]([CH2:12][C:13]1[CH:14]=[CH:15][C:16]([OH:19])=[CH:17][CH:18]=1)[C@@H:10]([OH:42])[CH2:9][C@@H:8]([NH:43][C:44](=[O:50])[O:45][C:46]([CH3:49])([CH3:48])[CH3:47])[CH2:1][C:2]1[CH:7]=[CH:6][CH:5]=[CH:4][CH:3]=1. The yield is 0.820.